This data is from Full USPTO retrosynthesis dataset with 1.9M reactions from patents (1976-2016). The task is: Predict the reactants needed to synthesize the given product. (1) Given the product [CH:2]1([CH2:5][C:6]2[CH:12]=[C:11]([CH3:13])[C:9]([N:10]=[C:25]=[O:27])=[C:8]([CH3:14])[CH:7]=2)[CH2:3][CH2:4]1, predict the reactants needed to synthesize it. The reactants are: Cl.[CH:2]1([CH2:5][C:6]2[CH:12]=[C:11]([CH3:13])[C:9]([NH2:10])=[C:8]([CH3:14])[CH:7]=2)[CH2:4][CH2:3]1.C(N(C(C)C)CC)(C)C.Cl[C:25](Cl)([O:27]C(=O)OC(Cl)(Cl)Cl)Cl. (2) Given the product [Cl:1][C:2]1[CH:3]=[C:4]([CH:9]2[CH2:13][N:12]([C:40](=[O:41])[C:39]3[CH:38]=[CH:37][C:36]([C:34]4[O:33][N:32]=[C:31]([CH3:30])[N:35]=4)=[CH:44][CH:43]=3)[CH2:11][CH:10]2[N:14]([CH3:29])[C:15](=[O:28])[C:16]2[CH:21]=[CH:20][C:19]([O:22][CH3:23])=[C:18]([C:24]([F:27])([F:25])[F:26])[CH:17]=2)[CH:5]=[CH:6][C:7]=1[Cl:8], predict the reactants needed to synthesize it. The reactants are: [Cl:1][C:2]1[CH:3]=[C:4]([CH:9]2[CH2:13][NH:12][CH2:11][CH:10]2[N:14]([CH3:29])[C:15](=[O:28])[C:16]2[CH:21]=[CH:20][C:19]([O:22][CH3:23])=[C:18]([C:24]([F:27])([F:26])[F:25])[CH:17]=2)[CH:5]=[CH:6][C:7]=1[Cl:8].[CH3:30][C:31]1[N:35]=[C:34]([C:36]2[CH:44]=[CH:43][C:39]([C:40](O)=[O:41])=[CH:38][CH:37]=2)[O:33][N:32]=1. (3) Given the product [Cl:9][C:6]1[N:5]=[C:4]([S:10][CH3:11])[N:3]=[C:2]([NH:19][CH2:18][C:14]2[S:13][CH:17]=[CH:16][N:15]=2)[C:7]=1[F:8], predict the reactants needed to synthesize it. The reactants are: Cl[C:2]1[C:7]([F:8])=[C:6]([Cl:9])[N:5]=[C:4]([S:10][CH3:11])[N:3]=1.Cl.[S:13]1[CH:17]=[CH:16][N:15]=[C:14]1[CH2:18][NH2:19].C(N(CC)CC)C. (4) Given the product [C@H:43]1([NH:42][C:34]([NH:20][C:19]2[CH:21]=[CH:22][C:16]([O:15][C:6]3[C:5]4[C:10](=[CH:11][C:12]([O:13][CH3:14])=[C:3]([O:2][CH3:1])[CH:4]=4)[N:9]=[CH:8][CH:7]=3)=[CH:17][CH:18]=2)=[O:40])[C:51]2[C:46](=[CH:47][CH:48]=[CH:49][CH:50]=2)[CH2:45][CH2:44]1, predict the reactants needed to synthesize it. The reactants are: [CH3:1][O:2][C:3]1[CH:4]=[C:5]2[C:10](=[CH:11][C:12]=1[O:13][CH3:14])[N:9]=[CH:8][CH:7]=[C:6]2[O:15][C:16]1[CH:22]=[CH:21][C:19]([NH2:20])=[CH:18][CH:17]=1.C(N(CC)CC)C.ClC(Cl)(O[C:34](=[O:40])OC(Cl)(Cl)Cl)Cl.[NH2:42][C@H:43]1[C:51]2[C:46](=[CH:47][CH:48]=[CH:49][CH:50]=2)[CH2:45][CH2:44]1. (5) Given the product [CH3:1][C:2]([S:8][C:19]1[C:22]([O:28][CH3:29])=[CH:23][C:24]([O:26][CH3:27])=[CH:25][C:18]=1[O:17][CH3:16])([CH3:7])[CH2:3][C:4]([OH:6])=[O:5], predict the reactants needed to synthesize it. The reactants are: [CH3:1][C:2]([SH:8])([CH3:7])[CH2:3][C:4]([OH:6])=[O:5].FC(F)(F)C(O)=O.[CH3:16][O:17][C:18]1[CH:25]=[C:24]([O:26][CH3:27])[CH:23]=[C:22]([O:28][CH3:29])[C:19]=1CO. (6) Given the product [NH2:24][C@@H:25]([CH2:26][C:27]1[C:35]2[C:30](=[CH:31][CH:32]=[CH:33][CH:34]=2)[NH:29][CH:28]=1)[C:36]([NH:38][C@@H:39]([CH:40]([CH3:41])[CH3:42])[C:43]([NH:22][CH2:21][C@@H:20]([OH:23])[CH2:19][P:10]([CH2:12][CH:13]1[CH2:14][CH2:15][CH2:16][CH2:17][CH2:18]1)(=[O:11])[OH:9])=[O:44])=[O:37], predict the reactants needed to synthesize it. The reactants are: Cl.C([O:9][P:10]([CH2:19][C@H:20]([OH:23])[CH2:21][NH2:22])([CH2:12][CH:13]1[CH2:18][CH2:17][CH2:16][CH2:15][CH2:14]1)=[O:11])C1C=CC=CC=1.[NH:24](C(OCC1C=CC=CC=1)=O)[C@H:25]([C:36]([NH:38][C@H:39]([C:43](O)=[O:44])[CH:40]([CH3:42])[CH3:41])=[O:37])[CH2:26][C:27]1[C:35]2[C:30](=[CH:31][CH:32]=[CH:33][CH:34]=2)[NH:29][CH:28]=1. (7) Given the product [CH3:1][S:2]([C:5]1[CH:6]=[C:7]([C:11]2[S:15][C:14]([CH2:16][N:17]([CH2:37][CH:38]3[CH2:39][CH2:40][CH2:41][O:42]3)[S:18]([C:21]3[CH:26]=[CH:25][CH:24]=[CH:23][C:22]=3[C:27]([F:30])([F:28])[F:29])(=[O:20])=[O:19])=[CH:13][CH:12]=2)[CH:8]=[CH:9][CH:10]=1)(=[O:3])=[O:4], predict the reactants needed to synthesize it. The reactants are: [CH3:1][S:2]([C:5]1[CH:6]=[C:7]([C:11]2[S:15][C:14]([CH2:16][NH:17][S:18]([C:21]3[CH:26]=[CH:25][CH:24]=[CH:23][C:22]=3[C:27]([F:30])([F:29])[F:28])(=[O:20])=[O:19])=[CH:13][CH:12]=2)[CH:8]=[CH:9][CH:10]=1)(=[O:4])=[O:3].C(=O)([O-])[O-].[Cs+].[Cs+].[CH2:37](Cl)[CH:38]1[O:42][CH2:41][CH2:40][CH2:39]1. (8) Given the product [OH:54][C:47]1[C:46]([CH2:45][NH:44][C:10](=[O:12])[C:9]2[CH:8]=[CH:7][C:6]([CH:2]([CH2:3][CH2:4][CH3:5])[CH3:1])=[CH:14][CH:13]=2)=[C:51]([CH3:52])[CH:50]=[C:49]([CH3:53])[N:48]=1, predict the reactants needed to synthesize it. The reactants are: [CH3:1][CH:2]([C:6]1[CH:14]=[CH:13][C:9]([C:10]([OH:12])=O)=[CH:8][CH:7]=1)[CH2:3][CH2:4][CH3:5].ON1C2C=CC=CC=2N=N1.Cl.CN(C)CCCN=C=NCC.C(N(CC)CC)C.[NH2:44][CH2:45][C:46]1[C:47]([OH:54])=[N:48][C:49]([CH3:53])=[CH:50][C:51]=1[CH3:52]. (9) Given the product [C:10]([O:14][C:15]([N:17]1[CH2:18][C:19]2([CH2:21][CH:22]([NH:24][C:3]3[C:2]([Br:1])=[CH:7][N:6]=[C:5]([Cl:8])[N:4]=3)[CH2:23]2)[CH2:20]1)=[O:16])([CH3:13])([CH3:11])[CH3:12], predict the reactants needed to synthesize it. The reactants are: [Br:1][C:2]1[C:3](Cl)=[N:4][C:5]([Cl:8])=[N:6][CH:7]=1.[C:10]([O:14][C:15]([N:17]1[CH2:20][C:19]2([CH2:23][CH:22]([NH2:24])[CH2:21]2)[CH2:18]1)=[O:16])([CH3:13])([CH3:12])[CH3:11].C(N(C(C)C)C(C)C)C.